From a dataset of Catalyst prediction with 721,799 reactions and 888 catalyst types from USPTO. Predict which catalyst facilitates the given reaction. (1) Reactant: [CH:1]1([OH:5])[CH2:4][CH2:3][CH2:2]1.Cl[C:7](Cl)([O:9]C(=O)OC(Cl)(Cl)Cl)Cl.CCN(CC)CC.[CH3:25][C@@H:26]1[NH:32][CH2:31][C:30]2[CH:33]=[CH:34][C:35]([C:37]([O:39][CH3:40])=[O:38])=[CH:36][C:29]=2[O:28][CH2:27]1. Product: [CH3:25][C@@H:26]1[N:32]([C:7]([O:5][CH:1]2[CH2:4][CH2:3][CH2:2]2)=[O:9])[CH2:31][C:30]2[CH:33]=[CH:34][C:35]([C:37]([O:39][CH3:40])=[O:38])=[CH:36][C:29]=2[O:28][CH2:27]1. The catalyst class is: 1. (2) Reactant: C([O:8][C:9]1[C:10](=[O:32])[N:11]([CH2:15][C:16](=[O:31])[N:17]([C:25]2[CH:30]=[CH:29][CH:28]=[CH:27][CH:26]=2)[CH2:18][C:19]2[CH:24]=[CH:23][CH:22]=[CH:21][CH:20]=2)[CH:12]=[CH:13][CH:14]=1)C1C=CC=CC=1.[H][H]. Product: [OH:8][C:9]1[C:10](=[O:32])[N:11]([CH2:15][C:16](=[O:31])[N:17]([C:25]2[CH:26]=[CH:27][CH:28]=[CH:29][CH:30]=2)[CH2:18][C:19]2[CH:24]=[CH:23][CH:22]=[CH:21][CH:20]=2)[CH:12]=[CH:13][CH:14]=1. The catalyst class is: 50.